From a dataset of Reaction yield outcomes from USPTO patents with 853,638 reactions. Predict the reaction yield, written as a fraction of the theoretical maximum amount of product (1.0 means a 100% yield; for example, 0.34 means a 34% yield). (1) The product is [CH:19]1([CH2:18][CH2:17][C@H:13]([NH:12][C:1](=[O:10])[C:2]2[CH:7]=[CH:6][CH:5]=[C:4]([O:8][CH3:9])[CH:3]=2)[C:14](=[O:16])[NH:28][CH2:27][CH2:25][N:38]2[C:39]3[C:35](=[CH:34][CH:33]=[CH:32][C:31]=3[O:30][CH3:29])[CH2:36][CH2:37]2)[CH2:24][CH2:23][CH2:22][CH2:21][CH2:20]1. No catalyst specified. The yield is 0.300. The reactants are [C:1](Cl)(=[O:10])[C:2]1[CH:7]=[CH:6][CH:5]=[C:4]([O:8][CH3:9])[CH:3]=1.[NH2:12][C@@H:13]([CH2:17][CH2:18][CH:19]1[CH2:24][CH2:23][CH2:22][CH2:21][CH2:20]1)[C:14]([OH:16])=O.[CH2:25]([CH2:27][NH2:28])O.[CH3:29][O:30][C:31]1[CH:32]=[CH:33][CH:34]=[C:35]2[C:39]=1[NH:38][CH2:37][CH2:36]2. (2) The reactants are [S:1]1[CH:5]=[CH:4][C:3]2[CH:6]=[CH:7][CH:8]=[CH:9][C:2]1=2.C1C(=O)N([Br:17])C(=O)C1. The catalyst is C(Cl)(Cl)Cl.C(O)(=O)C. The product is [Br:17][C:4]1[C:3]2[CH:6]=[CH:7][CH:8]=[CH:9][C:2]=2[S:1][CH:5]=1. The yield is 1.00. (3) The reactants are [CH3:1][N:2]1[C:7]2[N:8]=[C:9](S(C)(=O)=O)[N:10]=[CH:11][C:6]=2[CH:5]=[CH:4][C:3]1=[O:16]. The catalyst is C(N)CCC. The product is [CH2:3]([NH:2][C:9]1[N:10]=[CH:11][C:6]2[CH:5]=[CH:4][C:3](=[O:16])[N:2]([CH3:1])[C:7]=2[N:8]=1)[CH2:4][CH2:5][CH3:6]. The yield is 0.790. (4) The reactants are CS(C)=O.FC(F)(F)C(OC(=O)C(F)(F)F)=O.[Br:18][C:19]1[C:23]2[CH:24]=[C:25]([O:28][CH3:29])[CH:26]=[CH:27][C:22]=2[O:21][C:20]=1[CH:30]([CH:32]1[CH2:37][CH2:36][CH2:35][CH2:34][CH2:33]1)[OH:31].C(N(CC)CC)C. The catalyst is O1CCCC1. The product is [Br:18][C:19]1[C:23]2[CH:24]=[C:25]([O:28][CH3:29])[CH:26]=[CH:27][C:22]=2[O:21][C:20]=1[C:30]([CH:32]1[CH2:37][CH2:36][CH2:35][CH2:34][CH2:33]1)=[O:31]. The yield is 0.750.